From a dataset of Peptide-MHC class I binding affinity with 185,985 pairs from IEDB/IMGT. Regression. Given a peptide amino acid sequence and an MHC pseudo amino acid sequence, predict their binding affinity value. This is MHC class I binding data. (1) The peptide sequence is TEIEPKLDG. The MHC is HLA-B40:02 with pseudo-sequence HLA-B40:02. The binding affinity (normalized) is 0. (2) The peptide sequence is EPVPLTVKM. The MHC is HLA-B07:02 with pseudo-sequence HLA-B07:02. The binding affinity (normalized) is 0.111. (3) The peptide sequence is CSSLTEEFY. The MHC is HLA-A30:01 with pseudo-sequence HLA-A30:01. The binding affinity (normalized) is 0.186. (4) The peptide sequence is MMKLGISPSK. The MHC is HLA-A31:01 with pseudo-sequence HLA-A31:01. The binding affinity (normalized) is 0.450. (5) The peptide sequence is YKLDISEAT. The MHC is HLA-A24:02 with pseudo-sequence HLA-A24:02. The binding affinity (normalized) is 0.0479. (6) The peptide sequence is QFNFNGHTY. The MHC is HLA-A02:02 with pseudo-sequence HLA-A02:02. The binding affinity (normalized) is 0. (7) The peptide sequence is IMYDSGAKY. The MHC is HLA-B46:01 with pseudo-sequence HLA-B46:01. The binding affinity (normalized) is 0.224. (8) The peptide sequence is VVYKEAKIK. The MHC is HLA-A02:12 with pseudo-sequence HLA-A02:12. The binding affinity (normalized) is 0.298.